Regression. Given two drug SMILES strings and cell line genomic features, predict the synergy score measuring deviation from expected non-interaction effect. From a dataset of NCI-60 drug combinations with 297,098 pairs across 59 cell lines. Drug 1: C1C(C(OC1N2C=C(C(=O)NC2=O)F)CO)O. Drug 2: CCN(CC)CCNC(=O)C1=C(NC(=C1C)C=C2C3=C(C=CC(=C3)F)NC2=O)C. Cell line: A549. Synergy scores: CSS=43.2, Synergy_ZIP=-0.464, Synergy_Bliss=-0.909, Synergy_Loewe=-37.0, Synergy_HSA=-1.59.